This data is from NCI-60 drug combinations with 297,098 pairs across 59 cell lines. The task is: Regression. Given two drug SMILES strings and cell line genomic features, predict the synergy score measuring deviation from expected non-interaction effect. (1) Drug 1: C1CCN(CC1)CCOC2=CC=C(C=C2)C(=O)C3=C(SC4=C3C=CC(=C4)O)C5=CC=C(C=C5)O. Drug 2: C1=NC2=C(N1)C(=S)N=C(N2)N. Cell line: SF-295. Synergy scores: CSS=35.2, Synergy_ZIP=1.91, Synergy_Bliss=1.79, Synergy_Loewe=-3.02, Synergy_HSA=1.90. (2) Drug 1: COC1=NC(=NC2=C1N=CN2C3C(C(C(O3)CO)O)O)N. Drug 2: CC12CCC3C(C1CCC2O)C(CC4=C3C=CC(=C4)O)CCCCCCCCCS(=O)CCCC(C(F)(F)F)(F)F. Cell line: EKVX. Synergy scores: CSS=7.30, Synergy_ZIP=4.45, Synergy_Bliss=1.72, Synergy_Loewe=-0.742, Synergy_HSA=0.495. (3) Drug 1: C1CCC(CC1)NC(=O)N(CCCl)N=O. Drug 2: CCCS(=O)(=O)NC1=C(C(=C(C=C1)F)C(=O)C2=CNC3=C2C=C(C=N3)C4=CC=C(C=C4)Cl)F. Cell line: RPMI-8226. Synergy scores: CSS=26.2, Synergy_ZIP=2.84, Synergy_Bliss=7.19, Synergy_Loewe=-6.30, Synergy_HSA=3.46. (4) Drug 1: CC12CCC3C(C1CCC2=O)CC(=C)C4=CC(=O)C=CC34C. Drug 2: C1=NNC2=C1C(=O)NC=N2. Cell line: LOX IMVI. Synergy scores: CSS=49.0, Synergy_ZIP=5.44, Synergy_Bliss=4.12, Synergy_Loewe=3.99, Synergy_HSA=6.39. (5) Drug 1: CC1=CC=C(C=C1)C2=CC(=NN2C3=CC=C(C=C3)S(=O)(=O)N)C(F)(F)F. Drug 2: CCC1(C2=C(COC1=O)C(=O)N3CC4=CC5=C(C=CC(=C5CN(C)C)O)N=C4C3=C2)O.Cl. Cell line: MDA-MB-231. Synergy scores: CSS=9.42, Synergy_ZIP=-4.76, Synergy_Bliss=-2.58, Synergy_Loewe=-11.8, Synergy_HSA=-2.22. (6) Drug 1: C1=C(C(=O)NC(=O)N1)N(CCCl)CCCl. Drug 2: C1=C(C(=O)NC(=O)N1)F. Cell line: HT29. Synergy scores: CSS=26.4, Synergy_ZIP=-13.6, Synergy_Bliss=-22.7, Synergy_Loewe=-25.9, Synergy_HSA=-17.9. (7) Drug 1: C1C(C(OC1N2C=NC3=C(N=C(N=C32)Cl)N)CO)O. Drug 2: CC1=C(C=C(C=C1)NC(=O)C2=CC=C(C=C2)CN3CCN(CC3)C)NC4=NC=CC(=N4)C5=CN=CC=C5. Cell line: T-47D. Synergy scores: CSS=5.54, Synergy_ZIP=8.40, Synergy_Bliss=15.5, Synergy_Loewe=10.7, Synergy_HSA=7.67. (8) Drug 1: CC1C(C(CC(O1)OC2CC(CC3=C2C(=C4C(=C3O)C(=O)C5=C(C4=O)C(=CC=C5)OC)O)(C(=O)C)O)N)O.Cl. Drug 2: C1=C(C(=O)NC(=O)N1)F. Cell line: SNB-75. Synergy scores: CSS=34.9, Synergy_ZIP=3.02, Synergy_Bliss=8.95, Synergy_Loewe=5.31, Synergy_HSA=10.5.